Dataset: Forward reaction prediction with 1.9M reactions from USPTO patents (1976-2016). Task: Predict the product of the given reaction. (1) Given the reactants C([Sn](CCCC)(CCCC)[C:6]1[CH:11]=[CH:10][C:9]([C:12]2[N:13]([C:23]3[CH:24]=[N:25][CH:26]=[CH:27][CH:28]=3)[CH:14]=[C:15]([C:17]3[CH:22]=[CH:21][CH:20]=[CH:19][N:18]=3)[N:16]=2)=[CH:8][CH:7]=1)CCC.Br[C:38]1[CH:39]=[CH:40][CH:41]=[C:42]2[C:47]=1[N:46]=[CH:45][CH:44]=[CH:43]2.C1(C2N(C3C=NC=CC=3)C=C(C3C=CC=CN=3)N=2)C=CC=CC=1, predict the reaction product. The product is: [N:18]1[CH:19]=[CH:20][CH:21]=[CH:22][C:17]=1[C:15]1[N:16]=[C:12]([C:9]2[CH:8]=[CH:7][C:6]([C:38]3[CH:39]=[CH:40][CH:41]=[C:42]4[C:47]=3[N:46]=[CH:45][CH:44]=[CH:43]4)=[CH:11][CH:10]=2)[N:13]([C:23]2[CH:24]=[N:25][CH:26]=[CH:27][CH:28]=2)[CH:14]=1. (2) The product is: [CH:1]1([C:4]2[N:8]([CH3:9])[C:7]3[CH:10]=[C:11]([N:14]4[CH:19]=[CH:18][C:17]([O:20][CH2:22][C:23]5[CH:28]=[CH:27][C:26]([CH3:29])=[CH:25][CH:24]=5)=[CH:16][C:15]4=[O:21])[CH:12]=[CH:13][C:6]=3[N:5]=2)[CH2:2][CH2:3]1. Given the reactants [CH:1]1([C:4]2[N:8]([CH3:9])[C:7]3[CH:10]=[C:11]([N:14]4[CH:19]=[CH:18][C:17]([OH:20])=[CH:16][C:15]4=[O:21])[CH:12]=[CH:13][C:6]=3[N:5]=2)[CH2:3][CH2:2]1.[CH3:22][C:23]1[CH:28]=[CH:27][C:26]([CH2:29]O)=[CH:25][CH:24]=1.C(P(CCCC)CCCC)CCC.N(C(N1CCCCC1)=O)=NC(N1CCCCC1)=O, predict the reaction product. (3) Given the reactants [CH3:1][NH:2][C:3]1[CH:8]=[CH:7][C:6]([N+:9]([O-:11])=[O:10])=[CH:5][CH:4]=1.CCN(CC)CC.[C:19](Cl)(=[O:21])[CH3:20].CCOC(C)=O, predict the reaction product. The product is: [CH3:1][N:2]([C:3]1[CH:4]=[CH:5][C:6]([N+:9]([O-:11])=[O:10])=[CH:7][CH:8]=1)[C:19](=[O:21])[CH3:20]. (4) Given the reactants [NH2:1][CH2:2][CH2:3][CH2:4][C:5]1[C:6]([NH:13][CH2:14][CH2:15][CH2:16][CH2:17][CH3:18])=[N:7][C:8]([NH2:12])=[N:9][C:10]=1[CH3:11].[CH:19]([C:21]1[CH:22]=[C:23]([CH:30]=[CH:31][CH:32]=1)[O:24][CH2:25][C:26]([O:28][CH3:29])=[O:27])=O, predict the reaction product. The product is: [NH2:12][C:8]1[N:9]=[C:10]([CH3:11])[C:5]([CH2:4][CH2:3][CH2:2][NH:1][CH2:19][C:21]2[CH:22]=[C:23]([CH:30]=[CH:31][CH:32]=2)[O:24][CH2:25][C:26]([O:28][CH3:29])=[O:27])=[C:6]([NH:13][CH2:14][CH2:15][CH2:16][CH2:17][CH3:18])[N:7]=1.